Predict the reactants needed to synthesize the given product. From a dataset of Full USPTO retrosynthesis dataset with 1.9M reactions from patents (1976-2016). (1) Given the product [F:10][C:8]1[CH:7]=[CH:6][C:5]2[NH:11][C:12](=[O:15])[CH:13]=[CH:14][CH2:1][C:4]=2[CH:9]=1, predict the reactants needed to synthesize it. The reactants are: [CH2:1]([C:4]1[CH:9]=[C:8]([F:10])[CH:7]=[CH:6][C:5]=1[NH:11][C:12](=[O:15])[CH:13]=[CH2:14])C=C. (2) Given the product [C:31]([C:30]1[CH:29]=[C:28]([NH:27][C:24]([CH:22]2[CH2:21][CH2:20][C:19]3[C:12]4[C:11]([NH:10][C:6]5[CH:5]=[C:4]6[C:9](=[CH:8][CH:7]=5)[NH:1][N:2]=[CH:3]6)=[N:16][CH:15]=[N:14][C:13]=4[S:17][C:18]=3[CH2:23]2)=[O:26])[CH:35]=[CH:34][CH:33]=1)#[N:32], predict the reactants needed to synthesize it. The reactants are: [NH:1]1[C:9]2[C:4](=[CH:5][C:6]([NH:10][C:11]3[C:12]4[C:19]5[CH2:20][CH2:21][CH:22]([C:24]([OH:26])=O)[CH2:23][C:18]=5[S:17][C:13]=4[N:14]=[CH:15][N:16]=3)=[CH:7][CH:8]=2)[CH:3]=[N:2]1.[NH2:27][C:28]1[CH:29]=[C:30]([CH:33]=[CH:34][CH:35]=1)[C:31]#[N:32].